From a dataset of Full USPTO retrosynthesis dataset with 1.9M reactions from patents (1976-2016). Predict the reactants needed to synthesize the given product. (1) Given the product [CH3:23][Si:20]([CH3:21])([CH3:22])[CH2:19][CH2:18][O:17][CH2:16][O:15][CH2:14][C:12]1[N:13]=[C:9]([C:7]2[O:8][C:26]([C:27]([OH:40])([CH3:32])[CH3:28])=[N:6][N:5]=2)[S:10][CH:11]=1, predict the reactants needed to synthesize it. The reactants are: OC(C)(C)C([N:5]([C:7]([C:9]1[S:10][CH:11]=[C:12]([CH2:14][O:15][CH2:16][O:17][CH2:18][CH2:19][Si:20]([CH3:23])([CH3:22])[CH3:21])[N:13]=1)=[O:8])[NH2:6])=O.[CH3:26][C:27]1[CH:32]=CC(S(Cl)(=O)=O)=C[CH:28]=1.C(Cl)Cl.[OH2:40]. (2) Given the product [ClH:20].[ClH:20].[N:33]1([CH:36]2[CH2:41][CH2:40][N:39]([CH2:19][CH2:18][O:17][C:14]3[CH:15]=[C:16]4[C:11](=[CH:12][CH:13]=3)[O:10][C:9]([C:21]3[N:26]=[CH:25][N:24]5[CH:27]=[CH:28][CH:29]=[C:23]5[CH:22]=3)=[CH:8][C:7]4=[N:6][OH:5])[CH2:38][CH2:37]2)[CH2:34][CH2:35][CH2:30][CH2:31][CH2:32]1, predict the reactants needed to synthesize it. The reactants are: C([O:5][N:6]=[C:7]1[C:16]2[C:11](=[CH:12][CH:13]=[C:14]([O:17][CH2:18][CH2:19][Cl:20])[CH:15]=2)[O:10][C:9]([C:21]2[N:26]=[CH:25][N:24]3[CH:27]=[CH:28][CH:29]=[C:23]3[CH:22]=2)=[CH:8]1)(C)(C)C.[CH2:30]1[CH2:35][CH2:34][N:33]([CH:36]2[CH2:41][CH2:40][NH:39][CH2:38][CH2:37]2)[CH2:32][CH2:31]1. (3) Given the product [Br-:21].[OH:10][C:9]([C:16]1[S:17][CH:18]=[CH:19][CH:20]=1)([C:11]1[S:12][CH:13]=[CH:14][CH:15]=1)[C:4]12[CH2:5][CH2:6][N+:1]([CH2:22][CH2:23][CH2:24][C:25]3[CH:30]=[CH:29][CH:28]=[CH:27][CH:26]=3)([CH2:8][CH2:7]1)[CH2:2][CH2:3]2, predict the reactants needed to synthesize it. The reactants are: [N:1]12[CH2:8][CH2:7][C:4]([C:9]([C:16]3[S:17][CH:18]=[CH:19][CH:20]=3)([C:11]3[S:12][CH:13]=[CH:14][CH:15]=3)[OH:10])([CH2:5][CH2:6]1)[CH2:3][CH2:2]2.[Br:21][CH2:22][CH2:23][CH2:24][C:25]1[CH:30]=[CH:29][CH:28]=[CH:27][CH:26]=1. (4) Given the product [NH2:1][C:2]1[CH:9]=[CH:8][C:5]([CH2:6][NH:7][C:24]2[C:23]3[N:27]=[CH:28][N:29]([C:22]=3[N:21]=[CH:20][N:25]=2)[C@@H:30]2[O:34][C@H:33]([CH2:35][OH:36])[C@@H:32]([OH:37])[C@H:31]2[OH:38])=[CH:4][CH:3]=1, predict the reactants needed to synthesize it. The reactants are: [NH2:1][C:2]1[CH:9]=[CH:8][C:5]([CH2:6][NH2:7])=[CH:4][CH:3]=1.Cl.NC1C=CC(CN)=CC=1.[CH:20]1[N:25]=[C:24](Cl)[C:23]2[N:27]=[CH:28][N:29]([C@@H:30]3[O:34][C@H:33]([CH2:35][OH:36])[C@@H:32]([OH:37])[C@H:31]3[OH:38])[C:22]=2[N:21]=1.C(N(CC)CC)C.